Dataset: Reaction yield outcomes from USPTO patents with 853,638 reactions. Task: Predict the reaction yield, written as a fraction of the theoretical maximum amount of product (1.0 means a 100% yield; for example, 0.34 means a 34% yield). (1) The reactants are C(O)(C(F)(F)F)=O.[CH3:8][CH:9]([CH3:27])[CH2:10][CH2:11][NH:12][C:13]([C:15]1[N:16]=[N:17][C:18]([N:21]2[CH2:26][CH2:25][NH:24][CH2:23][CH2:22]2)=[CH:19][CH:20]=1)=[O:14].[F:28][C:29]([F:37])([F:36])[CH2:30][CH:31]([CH3:35])[C:32](O)=[O:33].N12CCCN=C1CCCCC2.CN(C)CCCN=C=NCC. The catalyst is CN(C=O)C.C(OCC)(=O)C. The product is [CH3:8][CH:9]([CH3:27])[CH2:10][CH2:11][NH:12][C:13]([C:15]1[N:16]=[N:17][C:18]([N:21]2[CH2:26][CH2:25][N:24]([C:32](=[O:33])[CH:31]([CH3:35])[CH2:30][C:29]([F:37])([F:36])[F:28])[CH2:23][CH2:22]2)=[CH:19][CH:20]=1)=[O:14]. The yield is 0.750. (2) The reactants are C([BH3-])#N.[Na+].[I:5][C:6]1[CH:7]=[C:8]2[C:12](=[CH:13][CH:14]=1)[NH:11][CH:10]=[CH:9]2.[C:15](O[C:15]([O:17][C:18]([CH3:21])([CH3:20])[CH3:19])=[O:16])([O:17][C:18]([CH3:21])([CH3:20])[CH3:19])=[O:16].C(=O)(O)[O-].[Na+].Cl.C(N)C1C=CC=CC=1. The catalyst is C(O)(=O)C.O1CCCC1. The product is [I:5][C:6]1[CH:7]=[C:8]2[C:12](=[CH:13][CH:14]=1)[N:11]([C:15]([O:17][C:18]([CH3:21])([CH3:20])[CH3:19])=[O:16])[CH2:10][CH2:9]2. The yield is 0.450.